Dataset: Reaction yield outcomes from USPTO patents with 853,638 reactions. Task: Predict the reaction yield, written as a fraction of the theoretical maximum amount of product (1.0 means a 100% yield; for example, 0.34 means a 34% yield). (1) The reactants are [C:1](=[O:8])([S:6][CH3:7])[O:2][CH:3](Cl)[CH3:4].[C:9]([OH:14])(=[O:13])[CH:10]([CH3:12])[CH3:11].C(N(C(C)C)CC)(C)C. The catalyst is CCOCC. The product is [C:1](=[O:8])([S:6][CH3:7])[O:2][CH:3]([O:14][C:9](=[O:13])[CH:10]([CH3:12])[CH3:11])[CH3:4]. The yield is 0.970. (2) The reactants are [NH2:1][C:2]1[CH:7]=[CH:6][C:5]([Cl:8])=[CH:4][C:3]=1[C:9]([C:11]1[CH:16]=[CH:15][CH:14]=[CH:13][CH:12]=1)=O.[CH2:17]([CH:19]([CH2:25][CH3:26])[C:20](=O)[CH2:21][C:22]#[N:23])[CH3:18].CS(O)(=O)=O. The catalyst is C1(C)C=CC=CC=1. The product is [Cl:8][C:5]1[CH:4]=[C:3]2[C:2](=[CH:7][CH:6]=1)[N:1]=[C:20]([CH:19]([CH2:25][CH3:26])[CH2:17][CH3:18])[C:21]([C:22]#[N:23])=[C:9]2[C:11]1[CH:16]=[CH:15][CH:14]=[CH:13][CH:12]=1. The yield is 0.460. (3) The reactants are [S:1]1[CH:5]=[CH:4][CH:3]=[C:2]1[S:6]([NH2:9])(=[O:8])=[O:7].[P:10]([O-:17])([O:14][CH2:15][CH3:16])[O:11][CH2:12][CH3:13].[C:18]1([CH2:24][CH:25]=O)[CH:23]=[CH:22][CH:21]=[CH:20][CH:19]=1. The catalyst is C(Cl)(=O)C. The product is [CH2:12]([O:11][P:10]([CH:25]([NH:9][S:6]([C:2]1[S:1][CH:5]=[CH:4][CH:3]=1)(=[O:8])=[O:7])[CH2:24][C:18]1[CH:23]=[CH:22][CH:21]=[CH:20][CH:19]=1)(=[O:17])[O:14][CH2:15][CH3:16])[CH3:13]. The yield is 0.350. (4) The yield is 0.730. The product is [CH2:1]([N:8]1[CH2:23][CH2:22][C:11]2[N:12]=[CH:13][N:14]=[C:15]([O:16][C@H:17]3[CH2:21][CH2:20][N:19]([C:30]([CH:27]4[CH2:28][CH2:29][O:24][CH2:25][CH2:26]4)=[O:31])[CH2:18]3)[C:10]=2[CH2:9]1)[C:2]1[CH:7]=[CH:6][CH:5]=[CH:4][CH:3]=1. The catalyst is C(Cl)Cl. The reactants are [CH2:1]([N:8]1[CH2:23][CH2:22][C:11]2[N:12]=[CH:13][N:14]=[C:15]([O:16][C@H:17]3[CH2:21][CH2:20][NH:19][CH2:18]3)[C:10]=2[CH2:9]1)[C:2]1[CH:7]=[CH:6][CH:5]=[CH:4][CH:3]=1.[O:24]1[CH2:29][CH2:28][CH:27]([C:30](Cl)=[O:31])[CH2:26][CH2:25]1.CCN(CC)CC. (5) The reactants are C[Si]([N-][Si](C)(C)C)(C)C.[Li+].[CH3:11][CH:12]([C@H:14]1[CH2:19][O:18][C:16](=[O:17])[CH2:15]1)[CH3:13].[CH2:20](I)[C:21]1[CH:26]=[CH:25][CH:24]=[CH:23][CH:22]=1. The catalyst is C1COCC1. The product is [CH2:20]([C@@H:15]1[C@@H:14]([CH:12]([CH3:13])[CH3:11])[CH2:19][O:18][C:16]1=[O:17])[C:21]1[CH:26]=[CH:25][CH:24]=[CH:23][CH:22]=1. The yield is 0.580. (6) The reactants are [C:1]([O:5][C:6](=[O:21])[NH:7][CH:8]1[CH2:17][CH2:16][C:15]2[C:10](=[C:11]([N:18]=[C:19]=S)[CH:12]=[CH:13][CH:14]=2)[CH2:9]1)([CH3:4])([CH3:3])[CH3:2].C(OC1CC2C(CC=1)=CC=CC=2N=C=S)C.[N:38]([CH2:41][C:42]([C:44]1[CH:49]=[CH:48][C:47]([CH3:50])=[CH:46][CH:45]=1)=[O:43])=[N+]=[N-].N(CC(C1C=CC(C(F)(F)F)=CC=1)=O)=[N+]=[N-]. No catalyst specified. The product is [C:1]([O:5][C:6](=[O:21])[NH:7][CH:8]1[CH2:17][CH2:16][C:15]2[C:10](=[C:11]([NH:18][C:19]3[O:43][C:42]([C:44]4[CH:49]=[CH:48][C:47]([CH3:50])=[CH:46][CH:45]=4)=[CH:41][N:38]=3)[CH:12]=[CH:13][CH:14]=2)[CH2:9]1)([CH3:4])([CH3:3])[CH3:2]. The yield is 0.830. (7) The reactants are [F-:1].[K+].CS(C)=O.[CH:7]([C:11]1[C:12]([NH:23][CH2:24][C:25]([F:28])([F:27])[F:26])=[N:13][C:14]([N:18]2[CH:22]=[CH:21][CH:20]=[N:19]2)=[N:15][C:16]=1Cl)([CH2:9][CH3:10])[CH3:8]. The catalyst is O. The product is [CH:7]([C:11]1[C:12]([NH:23][CH2:24][C:25]([F:28])([F:27])[F:26])=[N:13][C:14]([N:18]2[CH:22]=[CH:21][CH:20]=[N:19]2)=[N:15][C:16]=1[F:1])([CH2:9][CH3:10])[CH3:8]. The yield is 0.580. (8) The reactants are [Br:1][C:2]1[CH:3]=[C:4]2[C:9](=[CH:10][CH:11]=1)[CH2:8][C:7](=O)[CH2:6][CH2:5]2.[CH:13]1([NH2:18])[CH2:17][CH2:16][CH2:15][CH2:14]1.CC1C=CC(S(O)(=O)=O)=CC=1.[BH4-].[Na+].Cl. The catalyst is CO. The product is [Br:1][C:2]1[CH:3]=[C:4]2[C:9](=[CH:10][CH:11]=1)[CH2:8][CH:7]([NH:18][CH:13]1[CH2:17][CH2:16][CH2:15][CH2:14]1)[CH2:6][CH2:5]2. The yield is 0.330. (9) The reactants are [Cl:1][C:2]1[CH:10]=[CH:9][C:5]([C:6]([OH:8])=O)=[CH:4][N:3]=1.[CH3:11][O:12][C:13]1[CH:20]=[CH:19][C:16]([CH2:17][NH2:18])=[CH:15][CH:14]=1.Cl.CN(C)CCCN=C=NCC.C1C=CC2N(O)N=NC=2C=1. The catalyst is CN(C=O)C.O. The product is [Cl:1][C:2]1[CH:10]=[CH:9][C:5]([C:6]([NH:18][CH2:17][C:16]2[CH:19]=[CH:20][C:13]([O:12][CH3:11])=[CH:14][CH:15]=2)=[O:8])=[CH:4][N:3]=1. The yield is 0.970.